Dataset: Peptide-MHC class I binding affinity with 185,985 pairs from IEDB/IMGT. Task: Regression. Given a peptide amino acid sequence and an MHC pseudo amino acid sequence, predict their binding affinity value. This is MHC class I binding data. (1) The peptide sequence is ATEDPSSGY. The MHC is HLA-A25:01 with pseudo-sequence HLA-A25:01. The binding affinity (normalized) is 0.0847. (2) The peptide sequence is RIYRKGNPL. The MHC is HLA-A01:01 with pseudo-sequence HLA-A01:01. The binding affinity (normalized) is 0.0847. (3) The peptide sequence is HDFGIPTPS. The MHC is HLA-B18:01 with pseudo-sequence HLA-B18:01. The binding affinity (normalized) is 0.0930. (4) The peptide sequence is FPRGQGVPI. The MHC is HLA-A03:01 with pseudo-sequence HLA-A03:01. The binding affinity (normalized) is 0.0368.